From a dataset of Reaction yield outcomes from USPTO patents with 853,638 reactions. Predict the reaction yield, written as a fraction of the theoretical maximum amount of product (1.0 means a 100% yield; for example, 0.34 means a 34% yield). (1) The reactants are [C:1]([O:5][C:6](=[O:28])[N:7]([C:16]1[N:17]=[C:18]([Cl:27])[CH:19]=[C:20]2[C:24]([CH3:25])=[C:23]([CH3:26])[NH:22][C:21]=12)[CH2:8][C:9]1[CH:14]=[CH:13][C:12]([F:15])=[CH:11][CH:10]=1)([CH3:4])([CH3:3])[CH3:2].[CH2:29](Br)[C:30]1[CH:35]=[CH:34][CH:33]=[CH:32][CH:31]=1. No catalyst specified. The product is [C:1]([O:5][C:6](=[O:28])[N:7]([C:16]1[N:17]=[C:18]([Cl:27])[CH:19]=[C:20]2[C:24]([CH3:25])=[C:23]([CH3:26])[N:22]([CH2:29][C:30]3[CH:35]=[CH:34][CH:33]=[CH:32][CH:31]=3)[C:21]=12)[CH2:8][C:9]1[CH:14]=[CH:13][C:12]([F:15])=[CH:11][CH:10]=1)([CH3:4])([CH3:2])[CH3:3]. The yield is 0.700. (2) The reactants are [F:1][C:2]1[C:7]([F:8])=[CH:6][CH:5]=[CH:4][C:3]=1[C:9]1[N:17]=[C:12]2[CH:13]=[N:14][NH:15][CH:16]=[C:11]2[N:10]=1.C(=O)([O-])[O-].[K+].[K+].Br[CH:25]([C:30]1[O:34][N:33]=[C:32]([C:35]2[CH:40]=[CH:39][C:38]([O:41][CH2:42][CH2:43][CH3:44])=[CH:37][C:36]=2[C:45]([F:48])([F:47])[F:46])[CH:31]=1)[C:26]([O:28][CH3:29])=[O:27]. The catalyst is CN(C=O)C. The product is [F:1][C:2]1[C:7]([F:8])=[CH:6][CH:5]=[CH:4][C:3]=1[C:9]1[N:17]=[C:12]2[CH:13]=[N:14][N:15]([CH:25]([C:30]3[O:34][N:33]=[C:32]([C:35]4[CH:40]=[CH:39][C:38]([O:41][CH2:42][CH2:43][CH3:44])=[CH:37][C:36]=4[C:45]([F:47])([F:48])[F:46])[CH:31]=3)[C:26]([O:28][CH3:29])=[O:27])[CH:16]=[C:11]2[N:10]=1. The yield is 0.540. (3) The reactants are [C:1](Cl)(=[O:5])[CH:2]([CH3:4])[CH3:3].C1N=CN(C(N2C=NC=C2)=O)C=1.O/[N:20]=[C:21](\[NH2:31])/[C:22]1[CH:27]=[CH:26][CH:25]=[C:24]([N+:28]([O-:30])=[O:29])[CH:23]=1. The catalyst is N1C=CC=CC=1. The product is [CH:2]([C:1]1[O:5][N:31]=[C:21]([C:22]2[CH:27]=[CH:26][CH:25]=[C:24]([N+:28]([O-:30])=[O:29])[CH:23]=2)[N:20]=1)([CH3:4])[CH3:3]. The yield is 0.710. (4) The reactants are [N+:1]([C:4]1[CH:5]=[C:6]([NH2:16])[CH:7]=[CH:8][C:9]=1[N:10]1[CH2:15][CH2:14][CH2:13][CH2:12][CH2:11]1)([O-:3])=[O:2].[CH3:17][N:18]([CH2:22][CH2:23]Cl)[CH2:19][CH2:20]Cl.Cl.C([O-])([O-])=O.[K+].[K+]. The catalyst is CCO. The product is [CH3:17][N:18]1[CH2:22][CH2:23][N:16]([C:6]2[CH:7]=[CH:8][C:9]([N:10]3[CH2:11][CH2:12][CH2:13][CH2:14][CH2:15]3)=[C:4]([N+:1]([O-:3])=[O:2])[CH:5]=2)[CH2:20][CH2:19]1. The yield is 0.710.